From a dataset of Forward reaction prediction with 1.9M reactions from USPTO patents (1976-2016). Predict the product of the given reaction. Given the reactants [S:1]1[CH2:5][CH2:4][C@@H:3]([CH2:6][CH2:7][CH2:8][CH2:9][C:10]([OH:12])=[O:11])[S:2]1.Cl[CH2:14][C:15]1[C:24]2[C:19](=[CH:20][C:21]([OH:25])=[CH:22][CH:23]=2)[O:18][C:17](=[O:26])[CH:16]=1.N12CCCN=C1CCCCC2, predict the reaction product. The product is: [S:1]1[CH2:5][CH2:4][C@@H:3]([CH2:6][CH2:7][CH2:8][CH2:9][C:10]([O:12][CH2:14][C:15]2[C:24]3[C:19](=[CH:20][C:21]([OH:25])=[CH:22][CH:23]=3)[O:18][C:17](=[O:26])[CH:16]=2)=[O:11])[S:2]1.